From a dataset of Forward reaction prediction with 1.9M reactions from USPTO patents (1976-2016). Predict the product of the given reaction. Given the reactants [C:1]1([S:7](Cl)(=[O:9])=[O:8])[CH:6]=[CH:5][CH:4]=[CH:3][CH:2]=1.C[O:12][C:13](=[O:38])[C:14]1[CH:19]=[C:18]([C:20](=[O:36])[C:21]2[CH:26]=[CH:25][C:24]([N:27]([C:29]3[CH:34]=[CH:33][C:32]([Cl:35])=[CH:31][CH:30]=3)[CH3:28])=[CH:23][N:22]=2)[CH:17]=[CH:16][C:15]=1[NH2:37], predict the reaction product. The product is: [Cl:35][C:32]1[CH:31]=[CH:30][C:29]([N:27]([CH3:28])[C:24]2[CH:25]=[CH:26][C:21]([C:20]([C:18]3[CH:17]=[CH:16][C:15]([NH:37][S:7]([C:1]4[CH:6]=[CH:5][CH:4]=[CH:3][CH:2]=4)(=[O:9])=[O:8])=[C:14]([CH:19]=3)[C:13]([OH:38])=[O:12])=[O:36])=[N:22][CH:23]=2)=[CH:34][CH:33]=1.